The task is: Predict the reactants needed to synthesize the given product.. This data is from Full USPTO retrosynthesis dataset with 1.9M reactions from patents (1976-2016). Given the product [CH3:1][C:2]1[C:3]([C:9]([OH:11])=[O:10])=[N:4][O:5][C:6]=1[CH:7]=[CH2:8], predict the reactants needed to synthesize it. The reactants are: [CH3:1][C:2]1[C:3]([C:9]([O:11]CC)=[O:10])=[N:4][O:5][C:6]=1[CH:7]=[CH2:8].CO.[OH-].[Na+].